This data is from Forward reaction prediction with 1.9M reactions from USPTO patents (1976-2016). The task is: Predict the product of the given reaction. (1) Given the reactants C1COCC1.O([C:8]([CH3:11])([CH3:10])[CH3:9])[K].[N:12]1[CH:17]=[CH:16][CH:15]=[CH:14][C:13]=1[CH2:18][O:19][C:20]1[N:25]=[C:24]2C(=O)CC[C:23]2=[C:22]([C:30]2[CH:31]=[N:32][CH:33]=[N:34][CH:35]=2)[CH:21]=1.O, predict the reaction product. The product is: [CH2:9]=[C:8]1[C:11]2=[N:25][C:20]([O:19][CH2:18][C:13]3[CH:14]=[CH:15][CH:16]=[CH:17][N:12]=3)=[CH:21][C:22]([C:30]3[CH:35]=[N:34][CH:33]=[N:32][CH:31]=3)=[C:23]2[CH2:24][CH2:10]1. (2) Given the reactants [F:1][C:2]([F:23])([F:22])[C:3]1[CH:8]=[CH:7][N:6]=[C:5]([N:9]2[CH:13]=[C:12]([C:14]([N:16]3[CH2:20][CH2:19][C@H:18]([NH2:21])[CH2:17]3)=[O:15])[N:11]=[CH:10]2)[CH:4]=1.[OH:24][C:25]1([C:32]2[CH:33]=[N:34][C:35]([C:38]3[N:43]=[CH:42][CH:41]=[CH:40][N:39]=3)=[CH:36][CH:37]=2)[CH2:30][CH2:29][C:28](=O)[CH2:27][CH2:26]1.C(O[BH-](OC(=O)C)OC(=O)C)(=O)C.[Na+].C(N(CC)CC)C, predict the reaction product. The product is: [N:39]1[CH:40]=[CH:41][CH:42]=[N:43][C:38]=1[C:35]1[N:34]=[CH:33][C:32]([C:25]2([OH:24])[CH2:30][CH2:29][CH:28]([NH:21][C@H:18]3[CH2:19][CH2:20][N:16]([C:14]([C:12]4[N:11]=[CH:10][N:9]([C:5]5[CH:4]=[C:3]([C:2]([F:1])([F:22])[F:23])[CH:8]=[CH:7][N:6]=5)[CH:13]=4)=[O:15])[CH2:17]3)[CH2:27][CH2:26]2)=[CH:37][CH:36]=1. (3) The product is: [C:23]([O:22][C:20](=[O:19])[NH:1][C:2]1[C:3]([Cl:8])=[N:4][CH:5]=[CH:6][CH:7]=1)([CH3:26])([CH3:25])[CH3:24]. Given the reactants [NH2:1][C:2]1[C:3]([Cl:8])=[N:4][CH:5]=[CH:6][CH:7]=1.C[Si]([N-][Si](C)(C)C)(C)C.[Na+].[O:19](C(OC(C)(C)C)=O)[C:20]([O:22][C:23]([CH3:26])([CH3:25])[CH3:24])=O.Cl, predict the reaction product. (4) Given the reactants CC(N=NC(C#N)(C)C)(C#N)C.C1C(=O)N(Br)C(=O)C1.[I:21][C:22]1[C:30]2[O:29][CH2:28][CH2:27][C:26]=2[CH:25]=[C:24]([S:31]([Cl:34])(=[O:33])=[O:32])[CH:23]=1.C(#N)C, predict the reaction product. The product is: [I:21][C:22]1[C:30]2[O:29][CH:28]=[CH:27][C:26]=2[CH:25]=[C:24]([S:31]([Cl:34])(=[O:32])=[O:33])[CH:23]=1. (5) Given the reactants [I:1][CH2:2][C:3]1[N:4]=[C:5]([C:14]2[CH:19]=[CH:18][C:17]([CH3:20])=[CH:16][CH:15]=2)[O:6][C:7]=1[C:8]1[CH:13]=CC=C[CH:9]=1.[CH3:21]C(C)C(=O)C(=NO)C.CC1C=C(C=CC=1C)C=O, predict the reaction product. The product is: [CH3:21][C:18]1[CH:19]=[C:14]([C:5]2[O:6][C:7]([CH:8]([CH3:9])[CH3:13])=[C:3]([CH2:2][I:1])[N:4]=2)[CH:15]=[CH:16][C:17]=1[CH3:20]. (6) Given the reactants [NH2:1][N:2]1[CH2:7][CH2:6][CH2:5][N:4]([C:8]2[CH:13]=[CH:12][CH:11]=[CH:10][CH:9]=2)[C:3]1=[O:14].C(N(C(C)C)CC)(C)C.C1C=CC2N(O)N=NC=2C=1.[CH3:34][O:35][C:36]1[CH:37]=[C:38](/[CH:48]=[CH:49]/[C:50](O)=[O:51])[CH:39]=[N:40][C:41]=1[N:42]1[CH:46]=[C:45]([CH3:47])[N:44]=[CH:43]1, predict the reaction product. The product is: [CH3:34][O:35][C:36]1[CH:37]=[C:38](/[CH:48]=[CH:49]/[C:50]([NH:1][N:2]2[CH2:7][CH2:6][CH2:5][N:4]([C:8]3[CH:13]=[CH:12][CH:11]=[CH:10][CH:9]=3)[C:3]2=[O:14])=[O:51])[CH:39]=[N:40][C:41]=1[N:42]1[CH:46]=[C:45]([CH3:47])[N:44]=[CH:43]1.